Dataset: Reaction yield outcomes from USPTO patents with 853,638 reactions. Task: Predict the reaction yield, written as a fraction of the theoretical maximum amount of product (1.0 means a 100% yield; for example, 0.34 means a 34% yield). (1) The reactants are C([O:8][C:9]1[CH:10]=[C:11]2[C:15](=[CH:16][CH:17]=1)[NH:14][CH:13]=[C:12]2[C:18]1[CH2:19][CH2:20][N:21]([CH3:24])[CH2:22][CH:23]=1)C1C=CC=CC=1.[H][H]. The catalyst is [Pd].C(O)C.O1CCCC1. The product is [CH3:24][N:21]1[CH2:20][CH2:19][CH:18]([C:12]2[C:11]3[C:15](=[CH:16][CH:17]=[C:9]([OH:8])[CH:10]=3)[NH:14][CH:13]=2)[CH2:23][CH2:22]1. The yield is 0.510. (2) The reactants are [Cl:1][C:2]1[CH:3]=[CH:4][CH:5]=[C:6]2[C:10]=1[N:9]([CH2:11][CH2:12][CH3:13])[N:8]=[C:7]2[C:14]1[CH:19]=[CH:18][C:17]([OH:20])=[CH:16][CH:15]=1.C(N(CC)C(C)C)(C)C.[C:30](Cl)(=[O:33])[CH2:31][CH3:32].O. The catalyst is C(Cl)Cl. The product is [C:30]([O:20][C:17]1[CH:16]=[CH:15][C:14]([C:7]2[C:6]3[C:10](=[C:2]([Cl:1])[CH:3]=[CH:4][CH:5]=3)[N:9]([CH2:11][CH2:12][CH3:13])[N:8]=2)=[CH:19][CH:18]=1)(=[O:33])[CH2:31][CH3:32]. The yield is 0.880. (3) The reactants are [C:1]1([CH3:11])[CH:6]=CC(S(Cl)(=O)=O)=C[CH:2]=1.[Cl:12][C:13]1[N:18]=[C:17]([C:19]([OH:21])=[O:20])[CH:16]=[C:15]([CH3:22])[CH:14]=1.N1C=CC=CC=1.C(=O)([O-])O.[Na+]. The catalyst is C(O)(C)(C)C.O. The product is [Cl:12][C:13]1[N:18]=[C:17]([C:19]([O:21][C:1]([CH3:11])([CH3:6])[CH3:2])=[O:20])[CH:16]=[C:15]([CH3:22])[CH:14]=1. The yield is 0.760. (4) The reactants are [N+:1]([C:4]1[CH:8]=[C:7]([C:9]([NH2:11])=O)[NH:6][N:5]=1)([O-:3])=[O:2].P(Cl)(Cl)(Cl)=O. The catalyst is N1C=CC=CC=1. The product is [N+:1]([C:4]1[CH:8]=[C:7]([C:9]#[N:11])[NH:6][N:5]=1)([O-:3])=[O:2]. The yield is 0.380. (5) The reactants are [N+](C1C=CC(COC([NH:12][CH2:13][CH2:14][CH2:15][O:16][C:17]2[CH:34]=[CH:33][C:20]3[CH2:21][CH:22]([CH2:28][C:29]([O:31][CH3:32])=[O:30])[C:23](=[O:27])[N:24]([CH3:26])[CH2:25][C:19]=3[CH:18]=2)=O)=CC=1)([O-])=O.[H][H]. The catalyst is [Pd].CCO. The product is [NH2:12][CH2:13][CH2:14][CH2:15][O:16][C:17]1[CH:34]=[CH:33][C:20]2[CH2:21][CH:22]([CH2:28][C:29]([O:31][CH3:32])=[O:30])[C:23](=[O:27])[N:24]([CH3:26])[CH2:25][C:19]=2[CH:18]=1. The yield is 0.990. (6) The reactants are [C:1]([C:5]1[N:6]=[C:7](Cl)[C:8]2[CH:13]=[CH:12][NH:11][C:9]=2[N:10]=1)([CH3:4])([CH3:3])[CH3:2].Cl.[F:16][C:17]1([F:22])[CH2:21][CH2:20][NH:19][CH2:18]1.CCN(C(C)C)C(C)C. The catalyst is CCO. The product is [C:1]([C:5]1[N:6]=[C:7]([N:19]2[CH2:20][CH2:21][C:17]([F:22])([F:16])[CH2:18]2)[C:8]2[CH:13]=[CH:12][NH:11][C:9]=2[N:10]=1)([CH3:4])([CH3:3])[CH3:2]. The yield is 0.740.